From a dataset of CYP1A2 inhibition data for predicting drug metabolism from PubChem BioAssay. Regression/Classification. Given a drug SMILES string, predict its absorption, distribution, metabolism, or excretion properties. Task type varies by dataset: regression for continuous measurements (e.g., permeability, clearance, half-life) or binary classification for categorical outcomes (e.g., BBB penetration, CYP inhibition). Dataset: cyp1a2_veith. (1) The drug is COc1ccc(NC(=O)N2CC3(CCN(C(=O)c4ccco4)CC3)C2)cc1. The result is 0 (non-inhibitor). (2) The compound is Fc1ccc(SCCc2cc[nH+]cc2)cc1.[Cl-]. The result is 1 (inhibitor). (3) The compound is CC[C@]1(O)C[C@@H]2CN(CCc3c([nH]c4ccccc34)[C@](C(=O)OC)(c3cc4c(cc3OC)N(C)[C@H]3[C@](O)(C(=O)OC)[C@@H](C(=O)OC)[C@@]5(CC)C=CCN6CC[C@@]43[C@@H]65)C2)C1. The result is 0 (non-inhibitor). (4) The result is 0 (non-inhibitor). The compound is CCOc1ccccc1CNCCN1CCOCC1.Cl. (5) The compound is COc1cccc(CNC(=O)CCNC(=O)Cn2ccc3ccccc3c2=O)c1. The result is 0 (non-inhibitor).